This data is from Forward reaction prediction with 1.9M reactions from USPTO patents (1976-2016). The task is: Predict the product of the given reaction. (1) Given the reactants [O:1]1[C:5]2[CH:6]=[CH:7][CH:8]=[CH:9][C:4]=2[N:3]=[C:2]1[S:10][CH2:11][CH2:12][N:13]1[CH2:18][CH2:17][N:16]([CH2:19][C:20]([NH:22][C:23]2[C:28]([CH:29]([CH3:31])[CH3:30])=[CH:27][CH:26]=[C:25](N)[C:24]=2[CH:33]([CH3:35])[CH3:34])=[O:21])[CH2:15][CH2:14]1.N([O-])=[O:37].[Na+].O.C(=O)(O)[O-].[Na+], predict the reaction product. The product is: [O:1]1[C:5]2[CH:6]=[CH:7][CH:8]=[CH:9][C:4]=2[N:3]=[C:2]1[S:10][CH2:11][CH2:12][N:13]1[CH2:14][CH2:15][N:16]([CH2:19][C:20]([NH:22][C:23]2[C:28]([CH:29]([CH3:31])[CH3:30])=[CH:27][CH:26]=[C:25]([OH:37])[C:24]=2[CH:33]([CH3:35])[CH3:34])=[O:21])[CH2:17][CH2:18]1. (2) Given the reactants O=P12OP3(OP(OP(O3)(O1)=O)(=O)O2)=O.[O:15]=[C:16]1[C:21]2=[CH:22][C:23]3[CH:24]=[CH:25][C:26]([C:29](O)=[O:30])=[CH:27][C:28]=3[N:20]2[C:19]2([CH2:34][CH2:33][CH2:32]2)[CH2:18][NH:17]1.[NH2:35][C:36]1[C:41]([N+:42]([O-:44])=[O:43])=[CH:40][CH:39]=[CH:38][C:37]=1O, predict the reaction product. The product is: [N+:42]([C:41]1[C:36]2[N:35]=[C:29]([C:26]3[CH:25]=[CH:24][C:23]4[CH:22]=[C:21]5[C:16](=[O:15])[NH:17][CH2:18][C:19]6([CH2:34][CH2:33][CH2:32]6)[N:20]5[C:28]=4[CH:27]=3)[O:30][C:37]=2[CH:38]=[CH:39][CH:40]=1)([O-:44])=[O:43]. (3) Given the reactants [CH3:1][N:2]1[C:6]([Sn](CCCC)(CCCC)CCCC)=[C:5]([CH3:20])[N:4]=[N:3]1.Br[C:22]1[CH:34]=[N:33][C:32]2[C:31]3[CH:30]=[CH:29][C:28]([Cl:35])=[CH:27][C:26]=3[NH:25][C:24]=2[CH:23]=1.C(N(CC)CC)C, predict the reaction product. The product is: [Cl:35][C:28]1[CH:29]=[CH:30][C:31]2[C:32]3[N:33]=[CH:34][C:22]([C:6]4[N:2]([CH3:1])[N:3]=[N:4][C:5]=4[CH3:20])=[CH:23][C:24]=3[NH:25][C:26]=2[CH:27]=1. (4) Given the reactants [CH2:1]([O:3][C:4]([C:6]1[C:7]([OH:26])=[C:8]2[C:14]([Br:15])=[C:13]([Br:16])[N:12]([CH2:17][C:18]3[CH:23]=[CH:22][C:21]([F:24])=[C:20]([F:25])[CH:19]=3)[C:9]2=[CH:10][N:11]=1)=[O:5])[CH3:2].[C:27]([Cu])#[N:28].CN1C(=O)CCC1, predict the reaction product. The product is: [CH2:1]([O:3][C:4]([C:6]1[C:7]([OH:26])=[C:8]2[C:14]([Br:15])=[C:13]([Br:16])[N:12]([CH2:17][C:18]3[CH:23]=[CH:22][C:21]([F:24])=[C:20]([F:25])[CH:19]=3)[C:9]2=[C:10]([C:27]#[N:28])[N:11]=1)=[O:5])[CH3:2]. (5) Given the reactants [CH3:1][NH:2][C:3]1[S:4][CH:5]=[C:6]([C:8]2[CH:13]=[CH:12][CH:11]=[CH:10][CH:9]=2)[N:7]=1.[H-].[Na+].Br[C:17]1[CH:26]=[CH:25][C:20]([C:21]([O:23][CH3:24])=[O:22])=[CH:19][CH:18]=1.O.[CH3:28]N(C)C=O, predict the reaction product. The product is: [CH3:28][CH:1]([NH:2][C:3]1[S:4][CH:5]=[C:6]([C:8]2[CH:9]=[CH:10][CH:11]=[CH:12][CH:13]=2)[N:7]=1)[C:17]1[CH:26]=[CH:25][C:20]([C:21]([O:23][CH3:24])=[O:22])=[CH:19][CH:18]=1. (6) The product is: [Br:1][C:2]1[CH:3]=[C:4]([CH2:15][C:14]([OH:17])=[O:16])[CH:5]=[C:6]([OH:8])[CH:7]=1. Given the reactants [Br:1][C:2]1[CH:3]=[C:4](CC#N)[CH:5]=[C:6]([O:8]C)[CH:7]=1.Br.[C:14]([OH:17])(=[O:16])[CH3:15], predict the reaction product.